From a dataset of Reaction yield outcomes from USPTO patents with 853,638 reactions. Predict the reaction yield, written as a fraction of the theoretical maximum amount of product (1.0 means a 100% yield; for example, 0.34 means a 34% yield). The reactants are [Cl:1][C:2]1[C:3]([CH:19]=C)=[CH:4][C:5]2[C:14]3[C:9](=[C:10]([CH3:15])[N:11]=[CH:12][CH:13]=3)[C:8](=[O:16])[N:7]([CH3:17])[C:6]=2[CH:18]=1.CC1C=CC=C(C)N=1.I([O-])(=O)(=O)=[O:30].[Na+]. The catalyst is O1CCOCC1.O.C(OCC)(=O)C.[Os](=O)(=O)(=O)=O. The product is [Cl:1][C:2]1[C:3]([CH:19]=[O:30])=[CH:4][C:5]2[C:14]3[C:9](=[C:10]([CH3:15])[N:11]=[CH:12][CH:13]=3)[C:8](=[O:16])[N:7]([CH3:17])[C:6]=2[CH:18]=1. The yield is 0.840.